Dataset: Full USPTO retrosynthesis dataset with 1.9M reactions from patents (1976-2016). Task: Predict the reactants needed to synthesize the given product. (1) Given the product [F:1][C:24]1[CH:28]=[CH:14][C:13]([NH:10][C:15](=[O:22])[C:16]2[CH:21]=[CH:20][CH:19]=[CH:18][CH:17]=2)=[CH:26][CH:25]=1, predict the reactants needed to synthesize it. The reactants are: [F:1]C1C=CC=CN=1.CC[N:10]([CH2:13][CH3:14])CC.[C:15](Cl)(=[O:22])[C:16]1[CH:21]=[CH:20][CH:19]=[CH:18][CH:17]=1.[CH2:24]1[CH2:28]O[CH2:26][CH2:25]1. (2) Given the product [CH2:8]([O:15][C:16]1[CH:21]=[CH:20][N:19]([C:22]2[S:23][C:24]([C:28]([NH:7][CH2:6][C:2]3[O:1][CH:5]=[CH:4][N:3]=3)=[O:29])=[C:25]([CH3:27])[N:26]=2)[C:18](=[O:31])[CH:17]=1)[C:9]1[CH:14]=[CH:13][CH:12]=[CH:11][CH:10]=1, predict the reactants needed to synthesize it. The reactants are: [O:1]1[CH:5]=[CH:4][N:3]=[C:2]1[CH2:6][NH2:7].[CH2:8]([O:15][C:16]1[CH:21]=[CH:20][N:19]([C:22]2[S:23][C:24]([C:28](O)=[O:29])=[C:25]([CH3:27])[N:26]=2)[C:18](=[O:31])[CH:17]=1)[C:9]1[CH:14]=[CH:13][CH:12]=[CH:11][CH:10]=1. (3) Given the product [F:16][C:17]([F:30])([F:29])[S:18]([O:11][C@@H:10]([CH3:12])[C:9]([O:14][CH3:15])=[O:13])(=[O:20])=[O:19], predict the reactants needed to synthesize it. The reactants are: N1C(C)=CC=CC=1C.[C:9]([O:14][CH3:15])(=[O:13])[C@H:10]([CH3:12])[OH:11].[F:16][C:17]([F:30])([F:29])[S:18](O[S:18]([C:17]([F:30])([F:29])[F:16])(=[O:20])=[O:19])(=[O:20])=[O:19]. (4) Given the product [C:1]([C:5]1[CH:6]=[C:7]2[C:11](=[CH:12][CH:13]=1)[C@H:10]([NH:14][C:15]([NH:17][C:18]1[CH:26]=[CH:25][CH:24]=[C:23]3[C:19]=1[CH:20]=[N:21][N:22]3[C:36]([N:33]1[CH2:34][CH2:35][N:30]([CH3:29])[CH2:31][CH2:32]1)=[O:37])=[O:16])[CH2:9][CH2:8]2)([CH3:4])([CH3:2])[CH3:3], predict the reactants needed to synthesize it. The reactants are: [C:1]([C:5]1[CH:6]=[C:7]2[C:11](=[CH:12][CH:13]=1)[C@H:10]([NH:14][C:15]([NH:17][C:18]1[CH:26]=[CH:25][CH:24]=[C:23]3[C:19]=1[CH:20]=[N:21][NH:22]3)=[O:16])[CH2:9][CH2:8]2)([CH3:4])([CH3:3])[CH3:2].[H-].[Na+].[CH3:29][N:30]1[CH2:35][CH2:34][N:33]([C:36](Cl)=[O:37])[CH2:32][CH2:31]1.O. (5) The reactants are: Cl.[NH2:2][CH2:3][C@@H:4]([C:6]1[CH:15]=[CH:14][C:13]([OH:16])=[C:12]2[C:7]=1[CH:8]=[CH:9][C:10](=[O:17])[NH:11]2)[OH:5].C(N(CC)CC)C.[C:25]1([C@H:31]([NH:61][C:62]([O:64][C@@H:65]2[CH:70]3[CH2:71][CH2:72][N:67]([CH2:68][CH2:69]3)[CH2:66]2)=[O:63])[C:32]2[CH:33]=[C:34]([CH:58]=[CH:59][CH:60]=2)[O:35][CH2:36][C:37]2[CH:57]=[CH:56][C:40]([C:41]([O:43][CH2:44][CH2:45][O:46][C:47]3[CH:52]=[CH:51][C:50]([CH:53]=O)=[CH:49][C:48]=3[CH3:55])=[O:42])=[CH:39][CH:38]=2)[CH:30]=[CH:29][CH:28]=[CH:27][CH:26]=1.C(O[BH-](OC(=O)C)OC(=O)C)(=O)C.[Na+].C(O)(=O)C. Given the product [C:25]1([C@H:31]([NH:61][C:62]([O:64][C@@H:65]2[CH:70]3[CH2:71][CH2:72][N:67]([CH2:68][CH2:69]3)[CH2:66]2)=[O:63])[C:32]2[CH:33]=[C:34]([CH:58]=[CH:59][CH:60]=2)[O:35][CH2:36][C:37]2[CH:57]=[CH:56][C:40]([C:41]([O:43][CH2:44][CH2:45][O:46][C:47]3[CH:52]=[CH:51][C:50]([CH2:53][NH:2][CH2:3][C@H:4]([OH:5])[C:6]4[CH:15]=[CH:14][C:13]([OH:16])=[C:12]5[C:7]=4[CH:8]=[CH:9][C:10](=[O:17])[NH:11]5)=[CH:49][C:48]=3[CH3:55])=[O:42])=[CH:39][CH:38]=2)[CH:26]=[CH:27][CH:28]=[CH:29][CH:30]=1, predict the reactants needed to synthesize it. (6) Given the product [CH3:22][N:23]([CH:34]1[CH2:39][CH2:38][N:37]([CH3:40])[CH2:36][CH2:35]1)[C:24]1[O:25][C:26]2[CH:32]=[CH:31][C:30]([NH:33][C:13]([C:10]3[CH:9]=[CH:8][C:7]([C:16]4[CH:21]=[CH:20][CH:19]=[CH:18][CH:17]=4)=[CH:12][CH:11]=3)=[O:15])=[CH:29][C:27]=2[N:28]=1, predict the reactants needed to synthesize it. The reactants are: C(Cl)(=O)C(Cl)=O.[C:7]1([C:16]2[CH:21]=[CH:20][CH:19]=[CH:18][CH:17]=2)[CH:12]=[CH:11][C:10]([C:13]([OH:15])=O)=[CH:9][CH:8]=1.[CH3:22][N:23]([CH:34]1[CH2:39][CH2:38][N:37]([CH3:40])[CH2:36][CH2:35]1)[C:24]1[O:25][C:26]2[CH:32]=[CH:31][C:30]([NH2:33])=[CH:29][C:27]=2[N:28]=1.N1C=CC=CC=1. (7) Given the product [CH2:1]([O:3][C:4](=[O:24])[N:5]([C:6]1[CH:11]=[C:10]([Cl:12])[N:9]=[C:8]([NH2:25])[C:7]=1[N+:14]([O-:16])=[O:15])[CH2:17][C:18]1[CH:23]=[CH:22][CH:21]=[CH:20][CH:19]=1)[CH3:2], predict the reactants needed to synthesize it. The reactants are: [CH2:1]([O:3][C:4](=[O:24])[N:5]([CH2:17][C:18]1[CH:23]=[CH:22][CH:21]=[CH:20][CH:19]=1)[C:6]1[CH:11]=[C:10]([Cl:12])[N:9]=[C:8](Cl)[C:7]=1[N+:14]([O-:16])=[O:15])[CH3:2].[NH3:25].